Dataset: Peptide-MHC class I binding affinity with 185,985 pairs from IEDB/IMGT. Task: Regression. Given a peptide amino acid sequence and an MHC pseudo amino acid sequence, predict their binding affinity value. This is MHC class I binding data. (1) The peptide sequence is EFCSQHTML. The MHC is HLA-A23:01 with pseudo-sequence HLA-A23:01. The binding affinity (normalized) is 0.329. (2) The peptide sequence is VPTNDHIPV. The MHC is HLA-B53:01 with pseudo-sequence HLA-B53:01. The binding affinity (normalized) is 0.214. (3) The peptide sequence is YMPYVFTLLF. The MHC is HLA-A30:02 with pseudo-sequence HLA-A30:02. The binding affinity (normalized) is 0.0532. (4) The peptide sequence is REVYDFAFR. The MHC is H-2-Kb with pseudo-sequence H-2-Kb. The binding affinity (normalized) is 0. (5) The MHC is HLA-B35:01 with pseudo-sequence HLA-B35:01. The peptide sequence is LLKDLMPFV. The binding affinity (normalized) is 0.0847. (6) The peptide sequence is KTVRYWHRF. The MHC is HLA-A25:01 with pseudo-sequence HLA-A25:01. The binding affinity (normalized) is 0.0847.